From a dataset of NCI-60 drug combinations with 297,098 pairs across 59 cell lines. Regression. Given two drug SMILES strings and cell line genomic features, predict the synergy score measuring deviation from expected non-interaction effect. (1) Cell line: EKVX. Synergy scores: CSS=0.283, Synergy_ZIP=0.687, Synergy_Bliss=0.454, Synergy_Loewe=-3.32, Synergy_HSA=-3.23. Drug 1: C1CCN(CC1)CCOC2=CC=C(C=C2)C(=O)C3=C(SC4=C3C=CC(=C4)O)C5=CC=C(C=C5)O. Drug 2: C1=NC2=C(N1)C(=S)N=CN2. (2) Drug 1: CCC1=CC2CC(C3=C(CN(C2)C1)C4=CC=CC=C4N3)(C5=C(C=C6C(=C5)C78CCN9C7C(C=CC9)(C(C(C8N6C)(C(=O)OC)O)OC(=O)C)CC)OC)C(=O)OC.C(C(C(=O)O)O)(C(=O)O)O. Drug 2: CNC(=O)C1=NC=CC(=C1)OC2=CC=C(C=C2)NC(=O)NC3=CC(=C(C=C3)Cl)C(F)(F)F. Cell line: UACC62. Synergy scores: CSS=64.1, Synergy_ZIP=3.79, Synergy_Bliss=3.26, Synergy_Loewe=-1.64, Synergy_HSA=7.68. (3) Drug 1: CN1C2=C(C=C(C=C2)N(CCCl)CCCl)N=C1CCCC(=O)O.Cl. Drug 2: CCC1(C2=C(COC1=O)C(=O)N3CC4=CC5=C(C=CC(=C5CN(C)C)O)N=C4C3=C2)O.Cl. Cell line: PC-3. Synergy scores: CSS=19.3, Synergy_ZIP=-1.21, Synergy_Bliss=2.40, Synergy_Loewe=-7.67, Synergy_HSA=4.28. (4) Drug 1: CC1CCC2CC(C(=CC=CC=CC(CC(C(=O)C(C(C(=CC(C(=O)CC(OC(=O)C3CCCCN3C(=O)C(=O)C1(O2)O)C(C)CC4CCC(C(C4)OC)O)C)C)O)OC)C)C)C)OC. Drug 2: CC12CCC3C(C1CCC2O)C(CC4=C3C=CC(=C4)O)CCCCCCCCCS(=O)CCCC(C(F)(F)F)(F)F. Cell line: IGROV1. Synergy scores: CSS=-0.672, Synergy_ZIP=0.234, Synergy_Bliss=0.0550, Synergy_Loewe=-0.636, Synergy_HSA=-0.624. (5) Drug 1: CNC(=O)C1=NC=CC(=C1)OC2=CC=C(C=C2)NC(=O)NC3=CC(=C(C=C3)Cl)C(F)(F)F. Drug 2: C1=NC2=C(N1)C(=S)N=CN2. Cell line: UACC62. Synergy scores: CSS=17.6, Synergy_ZIP=-1.93, Synergy_Bliss=-3.11, Synergy_Loewe=-35.6, Synergy_HSA=-1.74. (6) Drug 1: CNC(=O)C1=CC=CC=C1SC2=CC3=C(C=C2)C(=NN3)C=CC4=CC=CC=N4. Drug 2: COC1=C2C(=CC3=C1OC=C3)C=CC(=O)O2. Cell line: HCT116. Synergy scores: CSS=10.3, Synergy_ZIP=-3.31, Synergy_Bliss=0.529, Synergy_Loewe=-6.14, Synergy_HSA=0.653. (7) Drug 1: CCN(CC)CCNC(=O)C1=C(NC(=C1C)C=C2C3=C(C=CC(=C3)F)NC2=O)C. Drug 2: C(CCl)NC(=O)N(CCCl)N=O. Cell line: MDA-MB-231. Synergy scores: CSS=3.11, Synergy_ZIP=3.24, Synergy_Bliss=1.12, Synergy_Loewe=-13.5, Synergy_HSA=-13.2. (8) Drug 1: CNC(=O)C1=CC=CC=C1SC2=CC3=C(C=C2)C(=NN3)C=CC4=CC=CC=N4. Drug 2: C1=C(C(=O)NC(=O)N1)N(CCCl)CCCl. Cell line: RXF 393. Synergy scores: CSS=20.9, Synergy_ZIP=0.0325, Synergy_Bliss=5.04, Synergy_Loewe=5.08, Synergy_HSA=5.41. (9) Drug 1: C1CCN(CC1)CCOC2=CC=C(C=C2)C(=O)C3=C(SC4=C3C=CC(=C4)O)C5=CC=C(C=C5)O. Drug 2: C(=O)(N)NO. Cell line: RXF 393. Synergy scores: CSS=7.55, Synergy_ZIP=-3.20, Synergy_Bliss=-2.20, Synergy_Loewe=-0.198, Synergy_HSA=-0.150.